Predict the product of the given reaction. From a dataset of Forward reaction prediction with 1.9M reactions from USPTO patents (1976-2016). (1) Given the reactants COC1C=C[C:6]([CH2:7][N:8](CC#C)[C:9]2[C:10](=[O:29])[N:11]([CH3:28])[N:12]=[C:13]([O:15][CH2:16][C@H:17]3[CH2:19][C@@H:18]3[C:20]3[CH:25]=[CH:24][C:23]([O:26][CH3:27])=[CH:22][N:21]=3)[CH:14]=2)=[CH:5]C=1.C([O-])(O)=O.[Na+], predict the reaction product. The product is: [CH3:27][O:26][C:23]1[CH:24]=[CH:25][C:20]([C@H:18]2[CH2:19][C@@H:17]2[CH2:16][O:15][C:13]2[CH:14]=[C:9]([NH:8][CH2:7][C:6]#[CH:5])[C:10](=[O:29])[N:11]([CH3:28])[N:12]=2)=[N:21][CH:22]=1. (2) Given the reactants Br[C:2]1[N:7]=[N:6][C:5]([NH2:8])=[N:4][C:3]=1[C:9]1[CH:14]=[CH:13][CH:12]=[CH:11][CH:10]=1.[C:15]1([OH:21])[CH:20]=[CH:19][CH:18]=[CH:17][CH:16]=1, predict the reaction product. The product is: [O:21]([C:2]1[N:7]=[N:6][C:5]([NH2:8])=[N:4][C:3]=1[C:9]1[CH:14]=[CH:13][CH:12]=[CH:11][CH:10]=1)[C:15]1[CH:20]=[CH:19][CH:18]=[CH:17][CH:16]=1. (3) Given the reactants Cl[C:2](Cl)([O:7][CH3:8])[C:3]([O:5][CH3:6])=[O:4].[CH3:10][OH:11].N1C=CC=CC=1.N1CCCC1.[CH2:23]([O:25]CC)C, predict the reaction product. The product is: [CH3:10][O:11][C:2]([O:25][CH3:23])([O:7][CH3:8])[C:3]([O:5][CH3:6])=[O:4]. (4) Given the reactants [CH3:1][O:2][C:3]([C:5]1[CH:33]=[C:8]2[N:9]=[CH:10][C:11]([C:19]3[CH:24]=[CH:23][C:22]([O:25][CH2:26][C:27]4[CH:32]=[CH:31][CH:30]=[CH:29][CH:28]=4)=[CH:21][CH:20]=3)=[C:12]([CH:13]3[CH2:18][CH2:17][CH2:16][CH2:15][CH2:14]3)[N:7]2[N:6]=1)=[O:4].[Br:34]N1C(=O)CCC1=O, predict the reaction product. The product is: [CH3:1][O:2][C:3]([C:5]1[C:33]([Br:34])=[C:8]2[N:9]=[CH:10][C:11]([C:19]3[CH:20]=[CH:21][C:22]([O:25][CH2:26][C:27]4[CH:28]=[CH:29][CH:30]=[CH:31][CH:32]=4)=[CH:23][CH:24]=3)=[C:12]([CH:13]3[CH2:18][CH2:17][CH2:16][CH2:15][CH2:14]3)[N:7]2[N:6]=1)=[O:4]. (5) Given the reactants Cl.[NH2:2][OH:3].C(=O)(O)[O-].[Na+].[CH3:9][O:10][C:11]1[CH:18]=[CH:17][C:14]([CH:15]=O)=[C:13]([CH3:19])[CH:12]=1, predict the reaction product. The product is: [CH3:9][O:10][C:11]1[CH:18]=[CH:17][C:14]([CH:15]=[N:2][OH:3])=[C:13]([CH3:19])[CH:12]=1. (6) Given the reactants [CH3:1][O:2][CH2:3][CH:4]1[CH2:8][N:7]([C:9](OC(C)(C)C)=[O:10])[CH:6]([C:16]2[NH:20][C:19]3[C:21]4[C:26]([CH:27]=[CH:28][C:18]=3[N:17]=2)=[CH:25][C:24]2[C:29]3[C:34]([CH2:35][O:36][C:23]=2[CH:22]=4)=[CH:33][C:32]([B:37]2[O:41][C:40]([CH3:43])([CH3:42])[C:39]([CH3:45])([CH3:44])[O:38]2)=[CH:31][CH:30]=3)[CH2:5]1.Cl.[CH3:47][O:48][C@H:49]([CH3:59])[C@H:50]([NH:54][C:55]([O:57][CH3:58])=[O:56])C(O)=O.CN(C(ON1N=NC2C=CC=NC1=2)=[N+](C)C)C.F[P-](F)(F)(F)(F)F.CCN(C(C)C)C(C)C, predict the reaction product. The product is: [CH3:1][O:2][CH2:3][CH:4]1[CH2:8][N:7]([C:9](=[O:10])[CH:50]([NH:54][C:55](=[O:56])[O:57][CH3:58])[CH:49]([O:48][CH3:47])[CH3:59])[CH:6]([C:16]2[NH:20][C:19]3[C:21]4[C:26]([CH:27]=[CH:28][C:18]=3[N:17]=2)=[CH:25][C:24]2[C:29]3[C:34]([CH2:35][O:36][C:23]=2[CH:22]=4)=[CH:33][C:32]([B:37]2[O:38][C:39]([CH3:45])([CH3:44])[C:40]([CH3:42])([CH3:43])[O:41]2)=[CH:31][CH:30]=3)[CH2:5]1.